From a dataset of Full USPTO retrosynthesis dataset with 1.9M reactions from patents (1976-2016). Predict the reactants needed to synthesize the given product. (1) Given the product [CH2:19]([O:8][C:6]1[CH:7]=[C:2]([O:1][CH2:10][C:3]2[CH:4]=[CH:5][CH:6]=[CH:7][CH:2]=2)[C:3]([C:10](=[O:12])[CH3:11])=[C:4]([OH:9])[CH:5]=1)[C:20]1[CH:25]=[CH:24][CH:23]=[CH:22][CH:21]=1, predict the reactants needed to synthesize it. The reactants are: [OH:1][C:2]1[CH:7]=[C:6]([OH:8])[CH:5]=[C:4]([OH:9])[C:3]=1[C:10](=[O:12])[CH3:11].C(=O)([O-])[O-].[K+].[K+].[CH2:19](Cl)[C:20]1[CH:25]=[CH:24][CH:23]=[CH:22][CH:21]=1. (2) Given the product [OH:31][C:30]1[N:17]2[C:18]([C:19]3[CH:20]=[C:21]([C:22]4[CH:23]=[CH:24][CH:25]=[CH:26][CH:27]=4)[C:12]([C:9]4[CH:8]=[CH:7][C:6]([CH:2]=[O:1])=[CH:11][CH:10]=4)=[N:13][C:14]=3[CH:15]=[CH:16]2)=[N:28][N:29]=1, predict the reactants needed to synthesize it. The reactants are: [O:1]1CCO[CH:2]1[C:6]1[CH:11]=[CH:10][C:9]([C:12]2[C:21]([C:22]3[CH:27]=[CH:26][CH:25]=[CH:24][CH:23]=3)=[CH:20][C:19]3[C:18]4=[N:28][N:29]=[C:30]([OH:31])[N:17]4[CH:16]=[CH:15][C:14]=3[N:13]=2)=[CH:8][CH:7]=1. (3) Given the product [CH3:5][O:6][C:7]1[CH:8]=[CH:9][C:10]([N:13]2[CH:17]=[CH:16][C:15]([CH2:22][OH:23])=[N:14]2)=[CH:11][CH:12]=1, predict the reactants needed to synthesize it. The reactants are: C[Al](C)C.[CH3:5][O:6][C:7]1[CH:12]=[CH:11][C:10]([N:13]2[C:17](C(OC)=O)=[CH:16][C:15]([CH2:22][OH:23])=[N:14]2)=[CH:9][CH:8]=1.